Task: Predict which catalyst facilitates the given reaction.. Dataset: Catalyst prediction with 721,799 reactions and 888 catalyst types from USPTO (1) Reactant: [Br:1][C:2]1[C:3]([OH:11])=[CH:4][C:5]([F:10])=[C:6]([CH:9]=1)[C:7]#[N:8].CS(O[CH2:17][C:18]12[CH2:27][CH:22]3[CH2:23][CH:24]([CH2:26][CH:20]([CH2:21]3)[CH2:19]1)[CH2:25]2)(=O)=O.C([O-])(C)(C)C.[K+]. Product: [C:18]12([CH2:17][O:11][C:3]3[C:2]([Br:1])=[CH:9][C:6]([C:7]#[N:8])=[C:5]([F:10])[CH:4]=3)[CH2:19][CH:20]3[CH2:26][CH:24]([CH2:23][CH:22]([CH2:21]3)[CH2:27]1)[CH2:25]2. The catalyst class is: 58. (2) Reactant: [CH:1]([C:3]1[S:4][CH:5]=[C:6]([CH:9]2[CH2:14][CH2:13][CH2:12][CH2:11][CH2:10]2)[C:7]=1[CH3:8])=[O:2].C(O)(=O)C.C(Cl)(Cl)Cl.[Br:23]N1C(=O)CCC1=O. Product: [Br:23][C:5]1[S:4][C:3]([CH:1]=[O:2])=[C:7]([CH3:8])[C:6]=1[CH:9]1[CH2:14][CH2:13][CH2:12][CH2:11][CH2:10]1. The catalyst class is: 6. (3) Reactant: [NH2:1][C:2](=[O:16])/[C:3](/[C:14]#[N:15])=[N:4]/[NH:5][C:6]1[CH:11]=[C:10]([F:12])[CH:9]=[CH:8][C:7]=1[Br:13].[Al+3].[Cl-].[Cl-].[Cl-].C1(C)C=CC=CC=1.Cl. Product: [NH2:15][C:14]1[C:11]2[C:6](=[C:7]([Br:13])[CH:8]=[CH:9][C:10]=2[F:12])[N:5]=[N:4][C:3]=1[C:2]([NH2:1])=[O:16]. The catalyst class is: 14. (4) Reactant: C(NC(C)C)(C)C.C([Li])CCC.[C:13]([C:16]1[CH:21]=[CH:20][N:19]=[C:18]([C:22]#[N:23])[CH:17]=1)(=[O:15])[CH3:14].[C:24]([O:28][C:29]([N:31]1[CH2:36][CH2:35][CH:34]([CH2:37][C:38](O)=[O:39])[CH2:33][CH2:32]1)=[O:30])([CH3:27])([CH3:26])[CH3:25].CCN(CC)CC.C(OC(Cl)=O)C(C)C. Product: [C:24]([O:28][C:29]([N:31]1[CH2:36][CH2:35][CH:34]([CH2:37][C:38]([O:15][C:13]([C:16]2[CH:21]=[CH:20][N:19]=[C:18]([C:22]#[N:23])[CH:17]=2)=[CH2:14])=[O:39])[CH2:33][CH2:32]1)=[O:30])([CH3:27])([CH3:26])[CH3:25]. The catalyst class is: 134. (5) Reactant: [N:1]1([C:7]2[N:15]=[C:14]([C:16]3[CH:17]=[C:18]([CH2:22][OH:23])[CH:19]=[CH:20][CH:21]=3)[N:13]=[C:12]3[C:8]=2[N:9]=[CH:10][N:11]3[CH:24]2[CH2:29][CH2:28][NH:27][CH2:26][CH2:25]2)[CH2:6][CH2:5][O:4][CH2:3][CH2:2]1.[BH3-]C#N.[Na+].[N:34]1[CH:35]=[C:36]([CH:43]=O)[N:37]2[CH2:42][CH2:41][O:40][CH2:39][C:38]=12. Product: [N:34]1[CH:35]=[C:36]([CH2:43][N:27]2[CH2:28][CH2:29][CH:24]([N:11]3[CH:10]=[N:9][C:8]4[C:12]3=[N:13][C:14]([C:16]3[CH:17]=[C:18]([CH2:22][OH:23])[CH:19]=[CH:20][CH:21]=3)=[N:15][C:7]=4[N:1]3[CH2:6][CH2:5][O:4][CH2:3][CH2:2]3)[CH2:25][CH2:26]2)[N:37]2[CH2:42][CH2:41][O:40][CH2:39][C:38]=12. The catalyst class is: 466. (6) Reactant: CN(C(ON1N=NC2C=CC=NC1=2)=[N+](C)C)C.F[P-](F)(F)(F)(F)F.[C:25]([O:29][C:30](=[O:39])[NH:31][C:32]1[CH:37]=[CH:36][CH:35]=[CH:34][C:33]=1[NH2:38])([CH3:28])([CH3:27])[CH3:26].[OH:40][CH2:41][C:42]1[CH:50]=[CH:49][C:45]([C:46](O)=[O:47])=[CH:44][CH:43]=1.C(N(CC)C(C)C)(C)C. Product: [C:25]([O:29][C:30]([NH:31][C:32]1[CH:37]=[CH:36][CH:35]=[CH:34][C:33]=1[NH:38][C:41](=[O:40])[C:42]1[CH:50]=[CH:49][C:45]([CH2:46][OH:47])=[CH:44][CH:43]=1)=[O:39])([CH3:28])([CH3:26])[CH3:27]. The catalyst class is: 18.